Dataset: Reaction yield outcomes from USPTO patents with 853,638 reactions. Task: Predict the reaction yield, written as a fraction of the theoretical maximum amount of product (1.0 means a 100% yield; for example, 0.34 means a 34% yield). (1) The product is [F:6][C:7]1[C:12]([F:13])=[C:11]([B:22]2[O:26][C:25]([CH3:28])([CH3:27])[C:24]([CH3:30])([CH3:29])[O:23]2)[CH:10]=[CH:9][C:8]=1[Si:14]([CH3:17])([CH3:16])[CH3:15]. The catalyst is C1COCC1. The yield is 0.600. The reactants are C([Li])(CC)C.[F:6][C:7]1[C:12]([F:13])=[CH:11][CH:10]=[CH:9][C:8]=1[Si:14]([CH3:17])([CH3:16])[CH3:15].C(O[B:22]1[O:26][C:25]([CH3:28])([CH3:27])[C:24]([CH3:30])([CH3:29])[O:23]1)(C)C. (2) The reactants are F[C:2]1[CH:7]=[CH:6][CH:5]=[C:4]([F:8])[N:3]=1.[C:9](#[N:13])[CH:10]([CH3:12])[CH3:11].C[Si](C)(C)[N-][Si](C)(C)C.[Na+]. The catalyst is C1(C)C=CC=CC=1. The product is [F:8][C:4]1[N:3]=[C:2]([C:10]([CH3:12])([CH3:11])[C:9]#[N:13])[CH:7]=[CH:6][CH:5]=1. The yield is 0.560. (3) The reactants are [C:1]([O:5][C:6]([N:8]([CH2:25][C@H:26]1[CH2:35][CH2:34][C:33]2[C:28](=[CH:29][CH:30]=[C:31]([C:36]3[CH:45]=[CH:44][C:39]([C:40]([O:42][CH3:43])=[O:41])=[CH:38][CH:37]=3)[CH:32]=2)[O:27]1)[CH2:9][C@@H:10]([C:12]1[CH:13]=[N:14][C:15]([N:18]2C(C)=CC=C2C)=[CH:16][CH:17]=1)[OH:11])=[O:7])([CH3:4])([CH3:3])[CH3:2].O.NO.[OH-].[K+]. The catalyst is C(O)C. The product is [NH2:18][C:15]1[N:14]=[CH:13][C:12]([C@@H:10]([OH:11])[CH2:9][N:8]([CH2:25][C@H:26]2[CH2:35][CH2:34][C:33]3[C:28](=[CH:29][CH:30]=[C:31]([C:36]4[CH:37]=[CH:38][C:39]([C:40]([O:42][CH3:43])=[O:41])=[CH:44][CH:45]=4)[CH:32]=3)[O:27]2)[C:6]([O:5][C:1]([CH3:3])([CH3:2])[CH3:4])=[O:7])=[CH:17][CH:16]=1. The yield is 0.430. (4) The reactants are C([Li])CCC.Br[C:7]1[S:8][CH:9]=[C:10]([Br:12])[N:11]=1.[O:13]=[C:14]1[CH2:19][CH2:18][N:17]([C:20]([O:22][C:23]([CH3:26])([CH3:25])[CH3:24])=[O:21])[CH2:16][CH2:15]1. The catalyst is ClCCl. The product is [Br:12][C:10]1[N:11]=[C:7]([C:14]2([OH:13])[CH2:15][CH2:16][N:17]([C:20]([O:22][C:23]([CH3:25])([CH3:24])[CH3:26])=[O:21])[CH2:18][CH2:19]2)[S:8][CH:9]=1. The yield is 0.950.